This data is from CYP2C9 inhibition data for predicting drug metabolism from PubChem BioAssay. The task is: Regression/Classification. Given a drug SMILES string, predict its absorption, distribution, metabolism, or excretion properties. Task type varies by dataset: regression for continuous measurements (e.g., permeability, clearance, half-life) or binary classification for categorical outcomes (e.g., BBB penetration, CYP inhibition). Dataset: cyp2c9_veith. (1) The drug is CC(=O)c1cc(C)ccc1OC(=O)CCN1C(=O)C2C3c4ccccc4C(c4ccccc43)C2C1=O. The result is 0 (non-inhibitor). (2) The compound is O=C(Nc1cccc2[nH]ncc12)c1ccc(F)cc1. The result is 0 (non-inhibitor). (3) The compound is CSc1cccc(NC(=O)Cn2cccc2)c1. The result is 1 (inhibitor).